Dataset: Reaction yield outcomes from USPTO patents with 853,638 reactions. Task: Predict the reaction yield, written as a fraction of the theoretical maximum amount of product (1.0 means a 100% yield; for example, 0.34 means a 34% yield). The reactants are [CH3:1][NH:2][C:3]1[N:8]=[CH:7][NH:6][C:5](=[O:9])[CH:4]=1.[CH2:10](Br)[C:11]1[CH:16]=[CH:15][CH:14]=[CH:13][CH:12]=1.C(=O)([O-])[O-].[K+].[K+]. The catalyst is C(O)C. The product is [CH2:10]([N:6]1[C:5](=[O:9])[CH:4]=[C:3]([NH:2][CH3:1])[N:8]=[CH:7]1)[C:11]1[CH:16]=[CH:15][CH:14]=[CH:13][CH:12]=1. The yield is 0.430.